Dataset: Reaction yield outcomes from USPTO patents with 853,638 reactions. Task: Predict the reaction yield, written as a fraction of the theoretical maximum amount of product (1.0 means a 100% yield; for example, 0.34 means a 34% yield). (1) The reactants are C([N:8]1[CH2:13][CH2:12][N:11]([C:14]2([CH3:27])[CH2:19][CH2:18][N:17]([C:20]([O:22][C:23]([CH3:26])([CH3:25])[CH3:24])=[O:21])[CH2:16][CH2:15]2)[CH2:10][C@@H:9]1[CH3:28])C1C=CC=CC=1.C(O)(=O)C. The catalyst is CO. The product is [CH3:27][C:14]1([N:11]2[CH2:12][CH2:13][NH:8][C@@H:9]([CH3:28])[CH2:10]2)[CH2:19][CH2:18][N:17]([C:20]([O:22][C:23]([CH3:24])([CH3:25])[CH3:26])=[O:21])[CH2:16][CH2:15]1. The yield is 1.00. (2) The reactants are Br[C:2]1[CH:3]=[C:4]([N:8]2[C:16]3[C:11](=[CH:12][CH:13]=[CH:14][CH:15]=3)[C:10]([C:17]([O:19][CH3:20])=[O:18])=[N:9]2)[CH:5]=[CH:6][CH:7]=1.[C:21]([C@@:23]1([OH:30])[CH2:27][CH2:26][N:25]([CH3:28])[C:24]1=[O:29])#[CH:22]. No catalyst specified. The product is [OH:30][C@:23]1([C:21]#[C:22][C:2]2[CH:3]=[C:4]([N:8]3[C:16]4[C:11](=[CH:12][CH:13]=[CH:14][CH:15]=4)[C:10]([C:17]([O:19][CH3:20])=[O:18])=[N:9]3)[CH:5]=[CH:6][CH:7]=2)[CH2:27][CH2:26][N:25]([CH3:28])[C:24]1=[O:29]. The yield is 0.910. (3) The reactants are [C:1](OC(=O)C)(=[O:3])[CH3:2].[CH2:8]([O:15][C:16]1[CH:17]=[C:18]([CH:32]=[CH:33][CH:34]=1)[C:19]([NH:21][C:22]1[CH:27]=[CH:26][CH:25]=[CH:24][C:23]=1[S:28](=[O:31])(=[O:30])[NH2:29])=[O:20])[CH2:9][CH2:10][CH2:11][CH2:12][CH2:13][CH3:14]. The catalyst is CN(C)C1C=CN=CC=1.O1CCCC1. The product is [CH2:8]([O:15][C:16]1[CH:17]=[C:18]([CH:32]=[CH:33][CH:34]=1)[C:19]([NH:21][C:22]1[CH:27]=[CH:26][CH:25]=[CH:24][C:23]=1[S:28]([NH:29][C:1](=[O:3])[CH3:2])(=[O:31])=[O:30])=[O:20])[CH2:9][CH2:10][CH2:11][CH2:12][CH2:13][CH3:14]. The yield is 0.950. (4) The reactants are [CH3:1][C@@H:2]1[CH2:6][CH2:5][C:4](=O)[CH:3]1[C:8]([O:10]CC)=O.[NH2:13][C:14]([NH2:16])=[S:15].[OH-].[K+]. The catalyst is C(O)C.O. The product is [SH:15][C:14]1[N:13]=[C:8]([OH:10])[C:3]2[C@H:2]([CH3:1])[CH2:6][CH2:5][C:4]=2[N:16]=1. The yield is 0.560. (5) The reactants are C[N:2](C)[CH:3]=[CH:4][C:5]([C:7]1[C:12](=[O:13])[CH:11]=[CH:10][N:9]([C:14]2[CH:19]=[CH:18][CH:17]=[C:16]([C:20]([F:23])([F:22])[F:21])[CH:15]=2)[N:8]=1)=O.Cl.[CH3:26][C:27]1[CH:28]=[C:29]([NH:33]N)[CH:30]=[CH:31][CH:32]=1.CCN(CC)CC. The catalyst is C(O)C. The product is [CH3:26][C:27]1[CH:28]=[C:29]([N:33]2[C:5]([C:7]3[C:12](=[O:13])[CH:11]=[CH:10][N:9]([C:14]4[CH:19]=[CH:18][CH:17]=[C:16]([C:20]([F:23])([F:22])[F:21])[CH:15]=4)[N:8]=3)=[CH:4][CH:3]=[N:2]2)[CH:30]=[CH:31][CH:32]=1. The yield is 0.210. (6) The catalyst is CN(C1C=CN=CC=1)C.C(Cl)Cl. The product is [F:25][C:21]1[CH:20]=[C:19]([C@H:5]([O:4][CH2:3][CH2:2][NH:1][C:34]([O:36][CH3:37])=[O:35])[C@@H:6]2[CH2:11][CH2:10][CH2:9][N:8]([C:12]([O:14][C:15]([CH3:18])([CH3:16])[CH3:17])=[O:13])[CH2:7]2)[CH:24]=[CH:23][CH:22]=1. The yield is 0.970. The reactants are [NH2:1][CH2:2][CH2:3][O:4][C@@H:5]([C:19]1[CH:24]=[CH:23][CH:22]=[C:21]([F:25])[CH:20]=1)[C@@H:6]1[CH2:11][CH2:10][CH2:9][N:8]([C:12]([O:14][C:15]([CH3:18])([CH3:17])[CH3:16])=[O:13])[CH2:7]1.CCN(CC)CC.Cl[C:34]([O:36][CH3:37])=[O:35].O. (7) The reactants are [Br:1][C:2]1[N:7]=[C:6]([NH2:8])[CH:5]=[CH:4][CH:3]=1.Br[CH2:10][C:11](=O)[C:12]([F:15])([F:14])[F:13]. The catalyst is C(O)C. The product is [Br:1][C:2]1[N:7]2[CH:10]=[C:11]([C:12]([F:15])([F:14])[F:13])[N:8]=[C:6]2[CH:5]=[CH:4][CH:3]=1. The yield is 0.850. (8) The reactants are [OH:1][C@@H:2]([CH3:7])[CH2:3][C:4]([O-:6])=O.CN(C(ON1N=NC2C=CC=NC1=2)=[N+](C)C)C.F[P-](F)(F)(F)(F)F.CCN(C(C)C)C(C)C.[NH2:41][C:42]1[CH:47]=[CH:46][C:45]([C:48]2[CH:53]=[CH:52][N:51]=[C:50]([NH:54][C:55]3[CH:60]=[CH:59][C:58]([N:61]4[CH2:66][CH2:65][O:64][CH2:63][CH2:62]4)=[CH:57][CH:56]=3)[N:49]=2)=[CH:44][CH:43]=1. The catalyst is CN(C=O)C. The product is [OH:1][C@@H:2]([CH3:7])[CH2:3][C:4]([NH:41][C:42]1[CH:47]=[CH:46][C:45]([C:48]2[CH:53]=[CH:52][N:51]=[C:50]([NH:54][C:55]3[CH:56]=[CH:57][C:58]([N:61]4[CH2:62][CH2:63][O:64][CH2:65][CH2:66]4)=[CH:59][CH:60]=3)[N:49]=2)=[CH:44][CH:43]=1)=[O:6]. The yield is 0.220. (9) The yield is 0.560. The catalyst is C(Cl)(Cl)(Cl)Cl. The product is [Br:26][CH:13]([C:10]1[S:11][CH:12]=[C:8]([C:5]2[CH:4]=[CH:3][C:2]([Cl:1])=[CH:7][CH:6]=2)[N:9]=1)[C:14]([N:16]([CH3:17])[CH3:18])=[O:15]. The reactants are [Cl:1][C:2]1[CH:7]=[CH:6][C:5]([C:8]2[N:9]=[C:10]([CH2:13][C:14]([N:16]([CH3:18])[CH3:17])=[O:15])[S:11][CH:12]=2)=[CH:4][CH:3]=1.C1C(=O)N([Br:26])C(=O)C1.CC(N=NC(C#N)(C)C)(C#N)C. (10) The reactants are Br[C:2]1[CH:7]=[CH:6][CH:5]=[CH:4][C:3]=1[O:8][CH3:9].[NH:10]1[CH2:16][CH2:15][CH2:14][NH:13][CH2:12][CH2:11]1.C1C=CC(P(C2C(C3C(P(C4C=CC=CC=4)C4C=CC=CC=4)=CC=C4C=3C=CC=C4)=C3C(C=CC=C3)=CC=2)C2C=CC=CC=2)=CC=1.C1CCN2C(=NCCC2)CC1.CC([O-])(C)C.[Na+].[CH3:80][C:81]([O:84][C:85](O[C:85]([O:84][C:81]([CH3:83])([CH3:82])[CH3:80])=[O:86])=[O:86])([CH3:83])[CH3:82]. The catalyst is C(Cl)Cl.O.C1C=CC(/C=C/C(/C=C/C2C=CC=CC=2)=O)=CC=1.C1C=CC(/C=C/C(/C=C/C2C=CC=CC=2)=O)=CC=1.C1C=CC(/C=C/C(/C=C/C2C=CC=CC=2)=O)=CC=1.[Pd].[Pd]. The product is [CH3:9][O:8][C:3]1[CH:4]=[CH:5][CH:6]=[CH:7][C:2]=1[N:10]1[CH2:16][CH2:15][CH2:14][N:13]([C:85]([O:84][C:81]([CH3:83])([CH3:82])[CH3:80])=[O:86])[CH2:12][CH2:11]1. The yield is 0.100.